This data is from CYP1A2 inhibition data for predicting drug metabolism from PubChem BioAssay. The task is: Regression/Classification. Given a drug SMILES string, predict its absorption, distribution, metabolism, or excretion properties. Task type varies by dataset: regression for continuous measurements (e.g., permeability, clearance, half-life) or binary classification for categorical outcomes (e.g., BBB penetration, CYP inhibition). Dataset: cyp1a2_veith. The compound is CCCCn1c(NCc2ccccc2NS(=O)(=O)c2ccc(C)cc2)nc2ccccc21. The result is 0 (non-inhibitor).